Predict the reactants needed to synthesize the given product. From a dataset of Full USPTO retrosynthesis dataset with 1.9M reactions from patents (1976-2016). (1) Given the product [CH2:29]([N:12]([CH2:13][CH2:14][C:15]1[C:23]2[C:18](=[CH:19][CH:20]=[C:21]([F:24])[CH:22]=2)[NH:17][CH:16]=1)[CH:8]1[CH2:7][C:6]2[C:5]([C:25]([NH:27][CH3:28])=[O:26])=[CH:4][CH:3]=[C:2]([F:1])[C:11]=2[O:10][CH2:9]1)[CH3:30], predict the reactants needed to synthesize it. The reactants are: [F:1][C:2]1[C:11]2[O:10][CH2:9][CH:8]([NH:12][CH2:13][CH2:14][C:15]3[C:23]4[C:18](=[CH:19][CH:20]=[C:21]([F:24])[CH:22]=4)[NH:17][CH:16]=3)[CH2:7][C:6]=2[C:5]([C:25]([NH:27][CH3:28])=[O:26])=[CH:4][CH:3]=1.[CH:29](=O)[CH3:30].C(O)(=O)C.C([BH3-])#N.[Na+]. (2) Given the product [O:30]=[C:29]1[CH:28]([N:27]2[C:23](=[O:24])[C:15]3[C:16](=[CH:20][CH:21]=[CH:22][C:14]=3[O:13][CH:11]([C:2]3[CH:3]=[CH:4][C:5]4[C:10](=[CH:9][CH:8]=[CH:7][CH:6]=4)[CH:1]=3)[CH3:12])[C:17]2=[O:18])[CH2:34][CH2:33][C:32](=[O:35])[NH:31]1, predict the reactants needed to synthesize it. The reactants are: [CH:1]1[C:10]2[C:5](=[CH:6][CH:7]=[CH:8][CH:9]=2)[CH:4]=[CH:3][C:2]=1[CH:11]([O:13][C:14]1[CH:22]=[CH:21][CH:20]=[C:16]([C:17](O)=[O:18])[C:15]=1[C:23](O)=[O:24])[CH3:12].Cl.[NH2:27][CH:28]1[CH2:34][CH2:33][C:32](=[O:35])[NH:31][C:29]1=[O:30]. (3) Given the product [NH2:24][C:8]1[N:7]=[C:6]([O:5][CH2:1][CH2:2][CH2:3][CH3:4])[N:14]=[C:13]2[C:9]=1[NH:10][C:11](=[O:22])[N:12]2[CH2:15][CH2:16][CH:17]1[CH2:21][CH2:20][O:19][CH2:18]1, predict the reactants needed to synthesize it. The reactants are: [CH2:1]([O:5][C:6]1[N:14]=[C:13]2[C:9]([N:10]=[C:11]([O:22]C)[N:12]2[CH2:15][CH2:16][CH:17]2[CH2:21][CH2:20][O:19][CH2:18]2)=[C:8]([NH2:24])[N:7]=1)[CH2:2][CH2:3][CH3:4].Cl.